Dataset: Full USPTO retrosynthesis dataset with 1.9M reactions from patents (1976-2016). Task: Predict the reactants needed to synthesize the given product. Given the product [Br:1][C:2]1[CH:3]=[CH:4][C:5]([F:30])=[C:6]([C@@:8]2([CH3:9])[N:16]([CH2:17][C:18]3[CH:23]=[CH:22][C:21]([O:24][CH3:25])=[CH:20][C:19]=3[O:26][CH3:27])[C:15](=[O:28])[C:11]3([CH2:14][CH2:13][CH2:12]3)[S:33](=[O:35])(=[O:32])[CH2:29]2)[CH:7]=1, predict the reactants needed to synthesize it. The reactants are: [Br:1][C:2]1[CH:3]=[CH:4][C:5]([F:30])=[C:6]([C@@:8]2([CH3:29])[N:16]([CH2:17][C:18]3[CH:23]=[CH:22][C:21]([O:24][CH3:25])=[CH:20][C:19]=3[O:26][CH3:27])[C:15](=[O:28])[C:11]3([CH2:14][CH2:13][CH2:12]3)S[CH2:9]2)[CH:7]=1.O[O:32][S:33]([O-:35])=O.[K+].